This data is from Peptide-MHC class I binding affinity with 185,985 pairs from IEDB/IMGT. The task is: Regression. Given a peptide amino acid sequence and an MHC pseudo amino acid sequence, predict their binding affinity value. This is MHC class I binding data. (1) The peptide sequence is FFSPFFFSL. The MHC is HLA-A66:01 with pseudo-sequence HLA-A66:01. The binding affinity (normalized) is 0.213. (2) The peptide sequence is WEVVIGMEV. The MHC is HLA-B18:01 with pseudo-sequence HLA-B18:01. The binding affinity (normalized) is 0.739.